From a dataset of Forward reaction prediction with 1.9M reactions from USPTO patents (1976-2016). Predict the product of the given reaction. (1) The product is: [CH3:20][C:15]1([C:13]2[CH:14]=[C:10]([CH2:9][OH:8])[S:11][CH:12]=2)[O:16][CH2:17][CH2:18][O:19]1. Given the reactants N#N.C([Si](C)(C)[O:8][CH2:9][C:10]1[S:11][CH:12]=[C:13]([C:15]2([CH3:20])[O:19][CH2:18][CH2:17][O:16]2)[CH:14]=1)(C)(C)C.CCCC[N+](CCCC)(CCCC)CCCC.[F-], predict the reaction product. (2) The product is: [NH2:13][C:11]1[S:12][C:8]2[CH:7]=[C:6]([C:4]([OH:5])([CH2:16][CH3:17])[CH2:23][CH3:24])[CH:15]=[CH:14][C:9]=2[N:10]=1. Given the reactants C(O[C:4]([C:6]1[CH:15]=[CH:14][C:9]2[N:10]=[C:11]([NH2:13])[S:12][C:8]=2[CH:7]=1)=[O:5])C.[CH2:16]([Mg]Br)[CH3:17].[NH4+].[Cl-].O1CCO[CH2:24][CH2:23]1, predict the reaction product. (3) The product is: [Cl:20][C:21]1[C:29]2[C:24](=[CH:25][C:26]([F:31])=[C:27]([NH:30][C:16]([C:9]3[CH:8]([C:5]4[CH:6]=[CH:7][C:2]([Cl:1])=[CH:3][C:4]=4[F:19])[CH2:13][C:12](=[O:14])[NH:11][C:10]=3[CH3:15])=[O:18])[CH:28]=2)[NH:23][N:22]=1. Given the reactants [Cl:1][C:2]1[CH:7]=[CH:6][C:5]([CH:8]2[CH2:13][C:12](=[O:14])[NH:11][C:10]([CH3:15])=[C:9]2[C:16]([OH:18])=O)=[C:4]([F:19])[CH:3]=1.[Cl:20][C:21]1[C:29]2[C:24](=[CH:25][C:26]([F:31])=[C:27]([NH2:30])[CH:28]=2)[NH:23][N:22]=1.C(Cl)CCl.CCN(CC)CC, predict the reaction product.